This data is from Forward reaction prediction with 1.9M reactions from USPTO patents (1976-2016). The task is: Predict the product of the given reaction. Given the reactants C(N(CC)CC)C.[C:8]([Si:10]([CH3:13])([CH3:12])[CH3:11])#[CH:9].[Cl:14][C:15]1[CH:20]=[CH:19][C:18]([C:21]2[CH:22]=[CH:23][C:24](I)=[N:25][CH:26]=2)=[CH:17][CH:16]=1, predict the reaction product. The product is: [Cl:14][C:15]1[CH:16]=[CH:17][C:18]([C:21]2[CH:22]=[CH:23][C:24]([C:9]#[C:8][Si:10]([CH3:13])([CH3:12])[CH3:11])=[N:25][CH:26]=2)=[CH:19][CH:20]=1.